From a dataset of Catalyst prediction with 721,799 reactions and 888 catalyst types from USPTO. Predict which catalyst facilitates the given reaction. (1) Reactant: [C:1]([C:3]1[CH:8]=[CH:7][C:6]([NH:9][C:10]2[C:18]([F:19])=[C:17]([F:20])[CH:16]=[CH:15][C:11]=2[C:12]([OH:14])=[O:13])=[C:5]([F:21])[CH:4]=1)#[CH:2]. Product: [CH2:1]([C:3]1[CH:8]=[CH:7][C:6]([NH:9][C:10]2[C:18]([F:19])=[C:17]([F:20])[CH:16]=[CH:15][C:11]=2[C:12]([OH:14])=[O:13])=[C:5]([F:21])[CH:4]=1)[CH3:2]. The catalyst class is: 304. (2) Reactant: C([O:3][C:4](=O)[CH2:5][CH2:6][C:7]1[CH:17]=[CH:16][C:10]([C:11]([O:13][CH2:14][CH3:15])=[O:12])=[CH:9][C:8]=1[N+:18]([O-])=O)C.C(N(CC)CC)C. Product: [O:3]=[C:4]1[CH2:5][CH2:6][C:7]2[C:8](=[CH:9][C:10]([C:11]([O:13][CH2:14][CH3:15])=[O:12])=[CH:16][CH:17]=2)[NH:18]1. The catalyst class is: 178. (3) Reactant: [CH3:1][O:2][C:3]1[CH:15]=[C:14]2[C:6]([C:7]3[C:8](=[O:20])[CH2:9][CH2:10][CH2:11][C:12]=3[N:13]2[CH2:16][C:17]([OH:19])=O)=[CH:5][CH:4]=1.C1C=CC2N(O)N=NC=2C=1.[CH2:31]([NH:35][CH2:36][CH2:37][CH2:38][CH3:39])[CH2:32][CH2:33][CH3:34].CCN(C(C)C)C(C)C. Product: [CH2:31]([N:35]([CH2:36][CH2:37][CH2:38][CH3:39])[C:17](=[O:19])[CH2:16][N:13]1[C:12]2[CH2:11][CH2:10][CH2:9][C:8](=[O:20])[C:7]=2[C:6]2[C:14]1=[CH:15][C:3]([O:2][CH3:1])=[CH:4][CH:5]=2)[CH2:32][CH2:33][CH3:34]. The catalyst class is: 607. (4) Reactant: C(=O)([O-])[O-].[K+].[K+].Cl.[NH2:8][OH:9].[C:10]([C:12]1([NH:15][S:16]([C:18]([CH3:21])([CH3:20])[CH3:19])=[O:17])[CH2:14][CH2:13]1)#[N:11]. Product: [CH3:19][C:18]([CH3:21])([S:16]([NH:15][C:12]1(/[C:10](=[N:8]/[OH:9])/[NH2:11])[CH2:14][CH2:13]1)=[O:17])[CH3:20]. The catalyst class is: 14. (5) Reactant: [Cl:1][C:2]1[CH:7]=[CH:6][CH:5]=[CH:4][C:3]=1[C@H:8]1[C@H:13]([N+:14]([O-:16])=[O:15])[CH2:12][CH:11]=[CH:10][CH2:9]1.CS([Cl:21])(=O)=O.[CH2:22]([N:24]([CH2:27][CH3:28])[CH2:25][CH3:26])C.N1CC[CH:32]([OH:35])CC1. Product: [Cl:1][C:2]1[CH:7]=[C:6]([Cl:21])[CH:5]=[CH:4][C:3]=1[C@H:8]1[C@H:13]([N+:14]([O-:16])=[O:15])[CH2:12][C:11]([CH2:22][N:24]2[CH2:27][CH2:28][CH:32]([OH:35])[CH2:26][CH2:25]2)=[CH:10][CH2:9]1. The catalyst class is: 2. (6) Product: [Cl:9][C:6]1[N:5]=[C:4]([NH2:10])[N:3]=[C:2]([NH:21][CH:18]2[CH2:19][CH2:20][O:15][CH2:16][CH2:17]2)[C:7]=1[NH2:8]. Reactant: Cl[C:2]1[C:7]([NH2:8])=[C:6]([Cl:9])[N:5]=[C:4]([NH2:10])[N:3]=1.C(O)(=O)C.[O:15]1[CH2:20][CH2:19][CH:18]([NH2:21])[CH2:17][CH2:16]1.C(=O)([O-])O.[Na+].O. The catalyst class is: 51. (7) Reactant: Br[CH2:2][CH2:3][O:4][CH2:5][CH2:6][N:7]1[C:11]2[CH:12]=[CH:13][CH:14]=[CH:15][C:10]=2[N:9]([C:16]2[C:21]([F:22])=[CH:20][CH:19]=[CH:18][C:17]=2[F:23])[S:8]1(=[O:25])=[O:24].[CH2:26]([NH2:28])[CH3:27]. Product: [F:23][C:17]1[CH:18]=[CH:19][CH:20]=[C:21]([F:22])[C:16]=1[N:9]1[C:10]2[CH:15]=[CH:14][CH:13]=[CH:12][C:11]=2[N:7]([CH2:6][CH2:5][O:4][CH2:3][CH2:2][NH:28][CH2:26][CH3:27])[S:8]1(=[O:25])=[O:24]. The catalyst class is: 5. (8) Reactant: Cl.[NH2:2][OH:3].N1C=CC=CC=1.[C:10]([C:13]1[CH:38]=[CH:37][C:16]([CH2:17][NH:18][C:19]2[C:29]3[CH2:28][CH2:27][N:26]([C:30](=[O:35])[C:31]([F:34])([F:33])[F:32])[CH2:25][CH2:24][C:23]=3[CH:22]=[CH:21][C:20]=2[Cl:36])=[CH:15][CH:14]=1)(=O)[CH3:11]. Product: [Cl:36][C:20]1[CH:21]=[CH:22][C:23]2[CH2:24][CH2:25][N:26]([C:30](=[O:35])[C:31]([F:34])([F:32])[F:33])[CH2:27][CH2:28][C:29]=2[C:19]=1[NH:18][CH2:17][C:16]1[CH:15]=[CH:14][C:13]([C:10](=[N:2][OH:3])[CH3:11])=[CH:38][CH:37]=1. The catalyst class is: 8.